The task is: Predict the reactants needed to synthesize the given product.. This data is from Full USPTO retrosynthesis dataset with 1.9M reactions from patents (1976-2016). (1) Given the product [F:1][C:2]1[CH:3]=[C:4]([CH:9]2[C:13]3[NH:14][C:15]([C:17]([OH:19])=[O:18])=[CH:16][C:12]=3[CH2:11][CH2:10]2)[CH:5]=[CH:6][C:7]=1[F:8], predict the reactants needed to synthesize it. The reactants are: [F:1][C:2]1[CH:3]=[C:4]([CH:9]2[C:13]3[NH:14][C:15]([C:17]([O:19]CC)=[O:18])=[CH:16][C:12]=3[CH2:11][CH2:10]2)[CH:5]=[CH:6][C:7]=1[F:8].[OH-].[Li+]. (2) Given the product [Br:1][C:2]1[C:3]([F:14])=[C:4]2[C:10]([NH2:11])=[CH:9][NH:8][C:5]2=[N:6][CH:7]=1, predict the reactants needed to synthesize it. The reactants are: [Br:1][C:2]1[C:3]([F:14])=[C:4]2[C:10]([N+:11]([O-])=O)=[CH:9][NH:8][C:5]2=[N:6][CH:7]=1.Cl[Sn]Cl.C([O-])([O-])=O.[Na+].[Na+].